This data is from NCI-60 drug combinations with 297,098 pairs across 59 cell lines. The task is: Regression. Given two drug SMILES strings and cell line genomic features, predict the synergy score measuring deviation from expected non-interaction effect. Drug 1: CC1C(C(CC(O1)OC2CC(CC3=C2C(=C4C(=C3O)C(=O)C5=C(C4=O)C(=CC=C5)OC)O)(C(=O)C)O)N)O.Cl. Drug 2: CC1CCC2CC(C(=CC=CC=CC(CC(C(=O)C(C(C(=CC(C(=O)CC(OC(=O)C3CCCCN3C(=O)C(=O)C1(O2)O)C(C)CC4CCC(C(C4)OC)OCCO)C)C)O)OC)C)C)C)OC. Cell line: SF-268. Synergy scores: CSS=25.5, Synergy_ZIP=-4.40, Synergy_Bliss=-0.341, Synergy_Loewe=0.375, Synergy_HSA=0.788.